From a dataset of Experimentally validated miRNA-target interactions with 360,000+ pairs, plus equal number of negative samples. Binary Classification. Given a miRNA mature sequence and a target amino acid sequence, predict their likelihood of interaction. (1) The miRNA is hsa-miR-563 with sequence AGGUUGACAUACGUUUCCC. The protein sequence of the target gene is MEPAAEILVDSPDVVYSPETIEARYEYRTTRVSREGGVLRVQPRATRFTFRTARQVPRLGVMLVGWGGNNGSTLTAAVLANRLRLTWPTRTGRKEANYYGSLTQAGTVNLGLDENGREVFVPFSALLPMVAPNDLVFDGWDISSLNLAEAMRRAQVLDCGLQEQLWPHMESLRPRPSVYIPEFIAANQTARADNLIPGTRAQQLEQIRKDIRDFRSSAGLDKVIVLWTANTERFCEVVPGRNDTAENLLHTIQLGLEVSPSTLFAVASILEDCAFLNGSPQNTLVPGALELASQRHVFVG.... Result: 0 (no interaction). (2) The miRNA is mmu-miR-325-3p with sequence UUUAUUGAGCACCUCCUAUCAA. The protein sequence of the target gene is MSFIMKPHRHFQRTLILLATFCMVSIIISAYYLYSGYKQESEVSGRASEVDCGDLQHIPSRLMEVRRTMISDASRTDPTVLVFVESQYSSLGQDIIMMLESIRFHYHTEIAPGKGDLPALTDNVKGKYVLIIYENILKYINMDSWNRSLLDKYCIEYGVGIIGFHKTSEKNLQSFQFRGFPFSISGNLAVKDCCINPHSPLLRVTKSSKLDRGSLPGTDWTVFQINHSTYQPVIFAKVKTPENLSPPISKHAFYATIIHDLGLHDGIQRVLFGNNLNFWLHKLIFIDAISFLSGKRLTLS.... Result: 0 (no interaction). (3) The miRNA is hsa-miR-8055 with sequence CUUUGAGCACAUGAGCAGACGGA. The protein sequence of the target gene is MAPPVAERGLKSVVWQKIKATVFDDCKKEGEWKIMLLDEFTTKLLASCCKMTDLLEEGITVVENIYKNREPVRQMKALYFITPTSKSVDCFLHDFASKSENKYKAAYIYFTDFCPDNLFNKIKASCSKSIRRCKEINISFIPHESQVYTLDVPDAFYYCYSPDPGNAKGKDAIMETMADQIVTVCATLDENPGVRYKSKPLDNASKLAQLVEKKLEDYYKIDEKSLIKGKTHSQLLIIDRGFDPVSTVLHELTFQAMAYDLLPIENDTYKYKTDGKEKEAILEEEDDLWVRIRHRHIAVV.... Result: 0 (no interaction). (4) The miRNA is hsa-miR-940 with sequence AAGGCAGGGCCCCCGCUCCCC. The protein sequence of the target gene is MALRGTLRPLKVRRRREMLPQQVGFVCAVLALVCCASGLFGSLGHKTASASKRVLPDTWRNRKLMAPVNGTQTAKNCTDPAIHEFPTDLFSNKERQHGAVLLHILGALYMFYALAIVCDDFFVPSLEKICERLHLSEDVAGATFMAAGSSTPELFASVIGVFITHGDVGVGTIVGSAVFNILCIIGVCGLFAGQVVRLTWWAVCRDSVYYTISVIVLIVFIYDEQIVWWEGLVLIILYVFYILIMKYNVKMQAFFTVKQKSIANGNPVNSELEAGNDFYDGSYDDPSVPLLGQVKEKPQY.... Result: 1 (interaction).